The task is: Predict the reactants needed to synthesize the given product.. This data is from Full USPTO retrosynthesis dataset with 1.9M reactions from patents (1976-2016). (1) Given the product [Cl:1][C:2]1[N:7]=[C:6]([C:8]([O:10][CH3:11])=[O:9])[CH:5]=[C:4]([NH:18][CH3:17])[N:3]=1, predict the reactants needed to synthesize it. The reactants are: [Cl:1][C:2]1[N:7]=[C:6]([C:8]([O:10][CH3:11])=[O:9])[CH:5]=[C:4](Cl)[N:3]=1.Cl.CN.C[CH2:17][N:18](C(C)C)C(C)C. (2) Given the product [NH2:1][CH:2]([CH2:3][C:4]1[CH:9]=[CH:8][CH:7]=[CH:6][CH:5]=1)[C:10]([O:12][CH2:24][CH2:23][CH2:22][CH2:21][CH2:20][CH2:19][CH2:18][CH2:17][CH2:16][CH2:15][CH2:14][CH3:13])=[O:11], predict the reactants needed to synthesize it. The reactants are: [NH2:1][CH:2]([C:10]([OH:12])=[O:11])[CH2:3][C:4]1[CH:9]=[CH:8][CH:7]=[CH:6][CH:5]=1.[CH3:13][CH2:14][CH2:15][CH2:16][CH2:17][CH2:18][CH2:19][CH2:20][CH2:21][CH2:22][CH:23](O)[CH3:24].CC1C=CC(S(O)(=O)=O)=CC=1. (3) Given the product [Cl:1][C:2]1[CH:3]=[C:4]([C:14]2[O:18][N:17]=[C:16]([C:19]3[CH:20]=[C:21]4[C:25](=[CH:26][CH:27]=3)[NH:24][CH2:23][CH2:22]4)[N:15]=2)[CH:5]=[CH:6][C:7]=1[O:8][CH2:9][CH2:10][CH2:11][CH2:12][CH3:13], predict the reactants needed to synthesize it. The reactants are: [Cl:1][C:2]1[CH:3]=[C:4]([C:14]2[O:18][N:17]=[C:16]([C:19]3[CH:20]=[C:21]4[C:25](=[CH:26][CH:27]=3)[NH:24][CH:23]=[CH:22]4)[N:15]=2)[CH:5]=[CH:6][C:7]=1[O:8][CH2:9][CH2:10][CH2:11][CH2:12][CH3:13].C(OC1C=C(C2ON=C(C3C=CC=C4C=3C=CN4)N=2)C=CC=1OCC)C. (4) Given the product [CH:19]1[N:20]=[CH:34][NH:29][C:18]=1[CH2:2][C:5]([OH:6])=[O:15], predict the reactants needed to synthesize it. The reactants are: C(O)[C:2](N)([CH2:5][OH:6])CO.Cl.C(S)[C@@H](O)[C@H]([OH:15])CS.[CH2:18]([N:29]([CH2:34]C(O)=O)CC(O)=O)[CH2:19][N:20](CC(O)=O)CC(O)=O. (5) Given the product [Cl:1][C:2]1[CH:7]=[C:6]([CH2:8][O:9][CH:11]2[CH2:12][CH2:13][CH2:14][CH2:15][O:10]2)[CH:5]=[CH:4][N:3]=1, predict the reactants needed to synthesize it. The reactants are: [Cl:1][C:2]1[CH:7]=[C:6]([CH2:8][OH:9])[CH:5]=[CH:4][N:3]=1.[O:10]1[CH:15]=[CH:14][CH2:13][CH2:12][CH2:11]1.CC1C=CC(S(O)(=O)=O)=CC=1. (6) Given the product [C:24]([N:6]1[C:7]2[C:12](=[CH:11][CH:10]=[CH:9][CH:8]=2)[C:13]([OH:14])=[C:5]1[CH:4]=[C:3]([C:1]#[N:2])[C:15]#[N:19])(=[O:25])[CH3:23], predict the reactants needed to synthesize it. The reactants are: [C:1]([C:3](=[C:15]1[N:19](C)CC(CO)O1)[CH:4]=[C:5]1[C:13](=[O:14])[C:12]2[C:7](=[CH:8][CH:9]=[CH:10][CH:11]=2)[NH:6]1)#[N:2].[CH3:23][C:24](N1C2C(=CC=CC=2)C(O)=C1)=[O:25].C(OC=C(C#N)C#N)C. (7) Given the product [F:22][C:17]1[CH:18]=[CH:19][CH:20]=[CH:21][C:16]=1[C:14](=[O:15])[CH:13]=[C:28]1[C:29](=[O:30])[C@@:24]2([CH3:23])[C:32]([CH3:33])([CH3:34])[C@@H:27]1[CH2:26][C@@H:25]2[O:35][C:36](=[O:38])[CH3:37], predict the reactants needed to synthesize it. The reactants are: CC(C)([O-])C.[K+].COP([CH2:13][C:14]([C:16]1[CH:21]=[CH:20][CH:19]=[CH:18][C:17]=1[F:22])=[O:15])(=O)OC.[CH3:23][C@@:24]12[C:32]([CH3:34])([CH3:33])[C@@H:27]([C:28](=O)[C:29]1=[O:30])[CH2:26][C@@H:25]2[O:35][C:36](=[O:38])[CH3:37]. (8) Given the product [CH3:24][O:25][C:26]1[CH:33]=[C:32]([CH2:34][CH2:35][N:18]2[CH2:17][CH2:16][N:15]([CH2:14][CH2:13][C:9]3[CH:10]=[C:11]4[C:6](=[CH:7][CH:8]=3)[C:5](=[O:21])[O:4][CH:3]([CH3:2])[CH2:12]4)[CH2:20][CH2:19]2)[CH:31]=[CH:30][C:27]=1[C:28]#[N:29], predict the reactants needed to synthesize it. The reactants are: Cl.[CH3:2][CH:3]1[CH2:12][C:11]2[C:6](=[CH:7][CH:8]=[C:9]([CH2:13][CH2:14][N:15]3[CH2:20][CH2:19][NH:18][CH2:17][CH2:16]3)[CH:10]=2)[C:5](=[O:21])[O:4]1.[OH-].[Na+].[CH3:24][O:25][C:26]1[CH:33]=[C:32]([CH2:34][CH:35]=O)[CH:31]=[CH:30][C:27]=1[C:28]#[N:29].C(O[BH-](OC(=O)C)OC(=O)C)(=O)C.[Na+]. (9) Given the product [CH2:4]([O:6][C:7]([C:9]1[CH:10]=[N:11][N:12]([CH3:25])[C:13]=1[NH:14][C:15]1[CH:20]=[CH:19][C:18]([CH3:21])=[CH:17][C:16]=1[NH2:22])=[O:8])[CH3:5], predict the reactants needed to synthesize it. The reactants are: [Sn](Cl)Cl.[CH2:4]([O:6][C:7]([C:9]1[CH:10]=[N:11][N:12]([CH3:25])[C:13]=1[NH:14][C:15]1[CH:20]=[CH:19][C:18]([CH3:21])=[CH:17][C:16]=1[N+:22]([O-])=O)=[O:8])[CH3:5]. (10) Given the product [C:8]([O:12][C@@H:13]([C:18]1[C:19]([CH3:60])=[N:20][C:21]2[N:22]([N:36]=[C:37]([C:54]3[CH:59]=[CH:58][CH:57]=[CH:56][CH:55]=3)[C:38]=2[C:39]2[CH:44]=[CH:43][CH:42]=[C:41]([O:45][CH2:46][C:47]3[CH:52]=[CH:51][C:50]([F:53])=[CH:49][CH:48]=3)[CH:40]=2)[C:23]=1[C:24]1[C:25]([CH3:35])=[C:26]2[C:31](=[C:32]([F:34])[CH:33]=1)[O:30][CH2:29][CH2:28][CH2:27]2)[C:14]([OH:16])=[O:15])([CH3:11])([CH3:10])[CH3:9], predict the reactants needed to synthesize it. The reactants are: OC(C(F)(F)F)=O.[C:8]([O:12][C@@H:13]([C:18]1[C:19]([CH3:60])=[N:20][C:21]2[N:22]([N:36]=[C:37]([C:54]3[CH:59]=[CH:58][CH:57]=[CH:56][CH:55]=3)[C:38]=2[C:39]2[CH:44]=[CH:43][CH:42]=[C:41]([O:45][CH2:46][C:47]3[CH:52]=[CH:51][C:50]([F:53])=[CH:49][CH:48]=3)[CH:40]=2)[C:23]=1[C:24]1[C:25]([CH3:35])=[C:26]2[C:31](=[C:32]([F:34])[CH:33]=1)[O:30][CH2:29][CH2:28][CH2:27]2)[C:14]([O:16]C)=[O:15])([CH3:11])([CH3:10])[CH3:9].[Li+].[OH-].